From a dataset of Full USPTO retrosynthesis dataset with 1.9M reactions from patents (1976-2016). Predict the reactants needed to synthesize the given product. (1) Given the product [CH2:26]([C:22]1[CH:21]=[C:20]2[C:25]([CH:17]=[CH:18][NH:19]2)=[CH:24][CH:23]=1)[CH3:27], predict the reactants needed to synthesize it. The reactants are: FC(F)(F)C(OC(=O)C(F)(F)F)=O.C(O[CH:17](OCC)[CH2:18][NH:19][C:20]1[CH:25]=[CH:24][CH:23]=[C:22]([CH2:26][CH3:27])[CH:21]=1)C. (2) Given the product [O:6]=[C:2]1[CH2:3][CH2:4][CH2:5][N:1]1[C:3]1[CH:4]=[CH:5][C:63]([C:7]([OH:10])=[O:8])=[C:64]([O:59][CH2:35][C:36]2[C:37]3[C:42](=[CH:41][CH:40]=[CH:39][CH:38]=3)[CH:43]=[CH:44][CH:45]=2)[CH:2]=1, predict the reactants needed to synthesize it. The reactants are: [NH:1]1[CH2:5][CH2:4][CH2:3][C:2]1=[O:6].[C:7]([O-:10])([O-])=[O:8].[Cs+].[Cs+].C1C=CC(P(C2[C:35]([C:36]3[C:45](P(C4C=CC=CC=4)C4C=CC=CC=4)=[CH:44][CH:43]=[C:42]4[C:37]=3[CH:38]=[CH:39][CH:40]=[CH:41]4)=C3C(C=CC=C3)=CC=2)C2C=CC=CC=2)=CC=1.[O:59]1[CH2:64][CH2:63]OCC1. (3) Given the product [NH2:11][C:12]1[N:17]=[CH:16][C:15]([C:18]2[CH:19]=[CH:20][C:21]([C:24]([N:25]([CH3:27])[CH3:26])=[O:28])=[CH:22][CH:23]=2)=[N:14][C:13]=1[C:29]1[O:33][C:32]([C:34]2[CH:43]=[CH:42][CH:41]=[C:36]([CH2:37][OH:38])[CH:35]=2)=[N:31][N:30]=1, predict the reactants needed to synthesize it. The reactants are: [H-].C([Al+]CC(C)C)C(C)C.[NH2:11][C:12]1[C:13]([C:29]2[O:33][C:32]([C:34]3[CH:35]=[C:36]([CH:41]=[CH:42][CH:43]=3)[C:37](OC)=[O:38])=[N:31][N:30]=2)=[N:14][C:15]([C:18]2[CH:23]=[CH:22][C:21]([C:24](=[O:28])[N:25]([CH3:27])[CH3:26])=[CH:20][CH:19]=2)=[CH:16][N:17]=1. (4) The reactants are: [C:1]([C:3]1[CH:8]=[CH:7][C:6]([O:9][CH3:10])=[CH:5][C:4]=1[CH3:11])#[CH:2].[Cl:12][C:13]1[C:14]([C:20]#[N:21])=[N:15][CH:16]=[C:17](Cl)[CH:18]=1.C(N(CC)CC)C. Given the product [Cl:12][C:13]1[C:14]([C:20]#[N:21])=[N:15][CH:16]=[C:17]([C:2]#[C:1][C:3]2[CH:8]=[CH:7][C:6]([O:9][CH3:10])=[CH:5][C:4]=2[CH3:11])[CH:18]=1, predict the reactants needed to synthesize it.